From a dataset of Full USPTO retrosynthesis dataset with 1.9M reactions from patents (1976-2016). Predict the reactants needed to synthesize the given product. (1) Given the product [OH:8][C:6]1[CH:7]=[C:2]([NH:1][C:26](=[O:27])[O:25][CH2:18][C:19]2[CH:24]=[CH:23][CH:22]=[CH:21][CH:20]=2)[CH:3]=[CH:4][C:5]=1[CH2:9][C:10]1[CH:15]=[CH:14][C:13]([O:16][CH3:17])=[CH:12][CH:11]=1, predict the reactants needed to synthesize it. The reactants are: [NH2:1][C:2]1[CH:3]=[CH:4][C:5]([CH2:9][C:10]2[CH:15]=[CH:14][C:13]([O:16][CH3:17])=[CH:12][CH:11]=2)=[C:6]([OH:8])[CH:7]=1.[CH2:18]([O:25][C:26](ON1C(=O)CCC1=O)=[O:27])[C:19]1[CH:24]=[CH:23][CH:22]=[CH:21][CH:20]=1.C(OCC)(=O)C. (2) Given the product [Cl:8][C:6]1[CH:5]=[CH:4][C:3]2[S:9][C:10]([C:11]3[CH:21]=[C:18]([O:19][CH3:20])[C:16]([OH:17])=[C:13]([O:14][CH3:15])[CH:12]=3)=[N:1][C:2]=2[CH:7]=1, predict the reactants needed to synthesize it. The reactants are: [NH2:1][C:2]1[CH:7]=[C:6]([Cl:8])[CH:5]=[CH:4][C:3]=1[SH:9].[CH:10](=O)[C:11]1[CH:21]=[C:18]([O:19][CH3:20])[C:16]([OH:17])=[C:13]([O:14][CH3:15])[CH:12]=1. (3) Given the product [CH3:16][O:17][C:18]1[CH:23]=[C:22]([C:2]2[CH:6]=[CH:5][S:4][C:3]=2[C:7]([OH:9])=[O:8])[CH:21]=[CH:20][CH:19]=1, predict the reactants needed to synthesize it. The reactants are: Br[C:2]1[CH:6]=[CH:5][S:4][C:3]=1[C:7]([OH:9])=[O:8].C([O-])([O-])=O.[K+].[K+].[CH3:16][O:17][C:18]1[CH:19]=[C:20](B(O)O)[CH:21]=[CH:22][CH:23]=1.N#N. (4) Given the product [CH3:1][C@@:2]([S:24]([CH3:27])(=[O:25])=[O:26])([CH2:6][CH2:7][N:8]1[CH:12]=[C:11]([C:13]2[CH:18]=[CH:17][C:16]([C:19]3[O:20][CH:21]=[CH:22][N:23]=3)=[CH:15][CH:14]=2)[CH:10]=[N:9]1)[C:3]([NH:42][O:41][CH:36]1[CH2:37][CH2:38][CH2:39][CH2:40][O:35]1)=[O:4], predict the reactants needed to synthesize it. The reactants are: [CH3:1][C@@:2]([S:24]([CH3:27])(=[O:26])=[O:25])([CH2:6][CH2:7][N:8]1[CH:12]=[C:11]([C:13]2[CH:18]=[CH:17][C:16]([C:19]3[O:20][CH:21]=[CH:22][N:23]=3)=[CH:15][CH:14]=2)[CH:10]=[N:9]1)[C:3](O)=[O:4].CN1CCOCC1.[O:35]1[CH2:40][CH2:39][CH2:38][CH2:37][CH:36]1[O:41][NH2:42].O.